The task is: Regression. Given a target protein amino acid sequence and a drug SMILES string, predict the binding affinity score between them. We predict pKi (pKi = -log10(Ki in M); higher means stronger inhibition). Dataset: bindingdb_ki.. This data is from Drug-target binding data from BindingDB using Ki measurements. The compound is CNCCC(Oc1ccccc1OC)c1ccccc1. The target is MLLARMKPQVQPELGGADQ. The pKi is 7.8.